Dataset: Catalyst prediction with 721,799 reactions and 888 catalyst types from USPTO. Task: Predict which catalyst facilitates the given reaction. (1) Reactant: [CH3:1][C:2]1([CH3:21])[CH2:6][C:5](=[O:7])[N:4]([C:8]([O:10][CH2:11][C:12]2[CH:17]=[CH:16][CH:15]=[CH:14][CH:13]=2)=[O:9])[N:3]1[CH2:18][C:19]#[CH:20].[BH4-].[Na+].OS(O)(=O)=O. Product: [OH:7][CH:5]1[N:4]([C:8]([O:10][CH2:11][C:12]2[CH:17]=[CH:16][CH:15]=[CH:14][CH:13]=2)=[O:9])[N:3]([CH2:18][C:19]#[CH:20])[C:2]([CH3:21])([CH3:1])[CH2:6]1. The catalyst class is: 242. (2) The catalyst class is: 2. Product: [CH:28]([C:26]1[CH:25]=[CH:24][C:23]([O:31][CH3:32])=[C:22]([C:13]2[CH:14]=[CH:15][C:16]([C:18]([F:20])([F:21])[F:19])=[CH:17][C:12]=2[CH2:11][NH:10][CH2:9][C@@H:8]([C:33]2[CH:34]=[CH:35][CH:36]=[CH:37][CH:38]=2)[NH2:7])[CH:27]=1)([CH3:30])[CH3:29]. Reactant: C(OC(=O)[NH:7][C@H:8]([C:33]1[CH:38]=[CH:37][CH:36]=[CH:35][CH:34]=1)[CH2:9][NH:10][CH2:11][C:12]1[CH:17]=[C:16]([C:18]([F:21])([F:20])[F:19])[CH:15]=[CH:14][C:13]=1[C:22]1[CH:27]=[C:26]([CH:28]([CH3:30])[CH3:29])[CH:25]=[CH:24][C:23]=1[O:31][CH3:32])(C)(C)C.C(O)(C(F)(F)F)=O.[OH-].[Na+]. (3) Reactant: O[CH2:2][C:3]1[CH:4]=[C:5]([CH:9]=[O:10])[S:6][C:7]=1[CH3:8].C1C=CC(P(C2C=CC=CC=2)C2C=CC=CC=2)=CC=1.C(Br)(Br)(Br)[Br:31]. Product: [Br:31][CH2:2][C:3]1[CH:4]=[C:5]([CH:9]=[O:10])[S:6][C:7]=1[CH3:8]. The catalyst class is: 2. (4) Reactant: Cl.[F:2][C:3]([F:27])([F:26])[C:4]1[CH:25]=[CH:24][CH:23]=[CH:22][C:5]=1[CH:6]([O:17][CH:18]1[CH2:21][NH:20][CH2:19]1)[C:7]1[CH:12]=[CH:11][C:10]([O:13][CH:14]([F:16])[F:15])=[CH:9][CH:8]=1.C(=O)([O-])[O-].[C:32]([N:36]=[C:37]=[O:38])([CH3:35])([CH3:34])[CH3:33]. Product: [F:27][C:3]([F:2])([F:26])[C:4]1[CH:25]=[CH:24][CH:23]=[CH:22][C:5]=1[CH:6]([O:17][CH:18]1[CH2:21][N:20]([C:37]([NH:36][C:32]([CH3:35])([CH3:34])[CH3:33])=[O:38])[CH2:19]1)[C:7]1[CH:12]=[CH:11][C:10]([O:13][CH:14]([F:15])[F:16])=[CH:9][CH:8]=1. The catalyst class is: 2. (5) Reactant: C[O:2][C:3]1[CH:8]=[C:7]([C:9]2[O:13][C:12]([C:14]3[CH:19]=[CH:18][C:17]([C:20]([CH3:23])([CH3:22])[CH3:21])=[CH:16][CH:15]=3)=[N:11][N:10]=2)[CH:6]=[CH:5][C:4]=1[C:24]1[O:28][C:27]([C:29]2[CH:34]=[CH:33][C:32]([C:35]([CH3:38])([CH3:37])[CH3:36])=[CH:31][CH:30]=2)=[N:26][N:25]=1.B(Br)(Br)Br.C(=O)([O-])[O-].[Na+].[Na+]. Product: [C:35]([C:32]1[CH:31]=[CH:30][C:29]([C:27]2[O:28][C:24]([C:4]3[CH:5]=[CH:6][C:7]([C:9]4[O:13][C:12]([C:14]5[CH:15]=[CH:16][C:17]([C:20]([CH3:23])([CH3:22])[CH3:21])=[CH:18][CH:19]=5)=[N:11][N:10]=4)=[CH:8][C:3]=3[OH:2])=[N:25][N:26]=2)=[CH:34][CH:33]=1)([CH3:38])([CH3:37])[CH3:36]. The catalyst class is: 4. (6) Reactant: I[C:2]1[CH:7]=[CH:6][C:5]([NH:8][C:9]([C:11]2[O:12][C:13]([NH:16][C:17]3[CH:22]=[CH:21][CH:20]=[CH:19][C:18]=3[F:23])=[N:14][N:15]=2)=[O:10])=[CH:4][CH:3]=1.[C:24]1(B(O)O)[CH:29]=[CH:28][CH:27]=[CH:26][CH:25]=1.P([O-])([O-])([O-])=O.[K+].[K+].[K+]. Product: [C:2]1([C:24]2[CH:29]=[CH:28][CH:27]=[CH:26][CH:25]=2)[CH:7]=[CH:6][C:5]([NH:8][C:9]([C:11]2[O:12][C:13]([NH:16][C:17]3[CH:22]=[CH:21][CH:20]=[CH:19][C:18]=3[F:23])=[N:14][N:15]=2)=[O:10])=[CH:4][CH:3]=1. The catalyst class is: 149.